The task is: Predict the reactants needed to synthesize the given product.. This data is from Full USPTO retrosynthesis dataset with 1.9M reactions from patents (1976-2016). (1) Given the product [CH:31]1([S:29]([C:25]2[CH:24]=[C:23]([CH2:22][CH2:21][CH2:20][CH2:19][OH:18])[CH:28]=[CH:27][CH:26]=2)=[O:30])[CH2:35][CH2:34][CH2:33][CH2:32]1, predict the reactants needed to synthesize it. The reactants are: C([Si]([O:18][CH2:19][CH2:20][CH2:21][CH2:22][C:23]1[CH:28]=[CH:27][CH:26]=[C:25]([S:29]([CH:31]2[CH2:35][CH2:34][CH2:33][CH2:32]2)=[O:30])[CH:24]=1)(C1C=CC=CC=1)C1C=CC=CC=1)(C)(C)C.[F-].C([N+](CCCC)(CCCC)CCCC)CCC. (2) Given the product [C:15]([C:17]1([C:20]2[CH:21]=[C:22]([CH:26]=[CH:27][CH:28]=2)[C:23]([NH:1][C:2]2[CH:3]=[C:4]([OH:9])[CH:5]=[CH:6][C:7]=2[CH3:8])=[O:24])[CH2:18][CH2:19]1)#[N:16], predict the reactants needed to synthesize it. The reactants are: [NH2:1][C:2]1[CH:3]=[C:4]([OH:9])[CH:5]=[CH:6][C:7]=1[CH3:8].C(=O)([O-])O.[Na+].[C:15]([C:17]1([C:20]2[CH:21]=[C:22]([CH:26]=[CH:27][CH:28]=2)[C:23](Cl)=[O:24])[CH2:19][CH2:18]1)#[N:16]. (3) Given the product [F:13][C:5]1[CH:4]=[C:3]([CH:24]([OH:25])[CH2:23][C:16]2[C:17]([CH3:21])([CH3:22])[CH2:18][CH2:19][CH2:20][C:15]=2[CH3:14])[CH:8]=[CH:7][C:6]=1[C:9]([F:12])([F:11])[F:10], predict the reactants needed to synthesize it. The reactants are: [Mg].Br[C:3]1[CH:8]=[CH:7][C:6]([C:9]([F:12])([F:11])[F:10])=[C:5]([F:13])[CH:4]=1.[CH3:14][C:15]1[CH2:20][CH2:19][CH2:18][C:17]([CH3:22])([CH3:21])[C:16]=1[CH2:23][CH:24]=[O:25]. (4) Given the product [Br:1][C:2]1[C:3]([CH3:9])=[C:4]([N:5]2[CH2:11][CH2:12][CH2:13][CH2:14][C:15]2=[O:16])[CH:6]=[CH:7][CH:8]=1, predict the reactants needed to synthesize it. The reactants are: [Br:1][C:2]1[C:3]([CH3:9])=[C:4]([CH:6]=[CH:7][CH:8]=1)[NH2:5].Br[CH2:11][CH2:12][CH2:13][CH2:14][C:15](Cl)=[O:16].[H-].[Na+].